This data is from Retrosynthesis with 50K atom-mapped reactions and 10 reaction types from USPTO. The task is: Predict the reactants needed to synthesize the given product. (1) The reactants are: COc1ccc(CNc2nncs2)c(OC)c1.O=S(=O)(Cl)c1cc(Cl)c(F)cc1F. Given the product COc1ccc(CN(c2nncs2)S(=O)(=O)c2cc(Cl)c(F)cc2F)c(OC)c1, predict the reactants needed to synthesize it. (2) The reactants are: Brc1ccc(Br)nc1.c1c[nH]cn1. Given the product Brc1ccc(-n2ccnc2)nc1, predict the reactants needed to synthesize it. (3) Given the product Cc1ccc(Nc2cc(N3CCCCC3)nc(N3CCN(c4ncccc4C)CC3)n2)cc1, predict the reactants needed to synthesize it. The reactants are: Cc1ccc(Nc2cc(N3CCCCC3)nc(N3CCNCC3)n2)cc1.Cc1cccnc1Br. (4) Given the product O=C(CCl)N1CCN(c2cccc3ccccc23)CC1, predict the reactants needed to synthesize it. The reactants are: O=C(Cl)CCl.c1ccc2c(N3CCNCC3)cccc2c1. (5) The reactants are: CN1CCNCC1.Nc1ncnc2c1c(-c1ccc(OCc3ccccc3)cc1)cn2C1CCC(=O)CC1. Given the product CN1CCN([C@H]2CC[C@@H](n3cc(-c4ccc(OCc5ccccc5)cc4)c4c(N)ncnc43)CC2)CC1, predict the reactants needed to synthesize it. (6) The reactants are: Cc1ccc(C(=O)O)cc1NC(=O)c1cnc2ccccn12.NC(CO)Cc1ccccc1. Given the product Cc1ccc(C(=O)NC(CO)Cc2ccccc2)cc1NC(=O)c1cnc2ccccn12, predict the reactants needed to synthesize it. (7) Given the product CCc1ccccc1Nc1cc2c(cn1)ncn2C1CC1, predict the reactants needed to synthesize it. The reactants are: CCc1ccccc1N.Clc1cc2c(cn1)ncn2C1CC1.